From a dataset of Catalyst prediction with 721,799 reactions and 888 catalyst types from USPTO. Predict which catalyst facilitates the given reaction. (1) Reactant: [CH2:1]([O:5][CH2:6][CH2:7][O:8][C:9]1[CH:14]=[CH:13][C:12]([C:15]2[CH:20]=[CH:19][C:18]([N:21]3[CH2:26][CH2:25][CH2:24][CH:23]([CH3:27])[CH2:22]3)=[C:17](/[CH:28]=[CH:29]/[C:30]([O:32]CC)=[O:31])[CH:16]=2)=[CH:11][CH:10]=1)[CH2:2][CH2:3][CH3:4].[OH-].[Na+].Cl. Product: [CH2:1]([O:5][CH2:6][CH2:7][O:8][C:9]1[CH:10]=[CH:11][C:12]([C:15]2[CH:20]=[CH:19][C:18]([N:21]3[CH2:26][CH2:25][CH2:24][CH:23]([CH3:27])[CH2:22]3)=[C:17](/[CH:28]=[CH:29]/[C:30]([OH:32])=[O:31])[CH:16]=2)=[CH:13][CH:14]=1)[CH2:2][CH2:3][CH3:4]. The catalyst class is: 353. (2) Reactant: [F:1][C:2]1[CH:7]=[CH:6][C:5]([CH2:8][C:9]#N)=[CH:4][C:3]=1[CH3:11].[OH-:12].[Na+].C[OH:15]. Product: [F:1][C:2]1[CH:7]=[CH:6][C:5]([CH2:8][C:9]([OH:15])=[O:12])=[CH:4][C:3]=1[CH3:11]. The catalyst class is: 6. (3) Reactant: [NH2:1][C@@H:2]1[CH2:7][CH2:6][C@H:5]([CH2:8][NH:9][C:10](=[O:19])[C:11]2[CH:16]=[CH:15][C:14]([F:17])=[C:13]([F:18])[CH:12]=2)[CH2:4][CH2:3]1.Cl[C:21]1[N:26]=[CH:25][N:24]=[C:23]([N:27]([CH3:29])[CH3:28])[CH:22]=1.C([O-])(O)=O.[Na+]. Product: [CH3:28][N:27]([CH3:29])[C:23]1[N:24]=[CH:25][N:26]=[C:21]([NH:1][C@@H:2]2[CH2:7][CH2:6][C@H:5]([CH2:8][NH:9][C:10](=[O:19])[C:11]3[CH:16]=[CH:15][C:14]([F:17])=[C:13]([F:18])[CH:12]=3)[CH2:4][CH2:3]2)[CH:22]=1. The catalyst class is: 51. (4) Reactant: [NH2:1][C:2]1[C:3]2[N:4]([C:8]([C@@H:30]3[CH2:38][CH2:37][C@@H:36]4[N:32]([C:33](=[O:39])[CH2:34][CH2:35]4)[CH2:31]3)=[N:9][C:10]=2[C:11]2[CH:29]=[CH:28][C:14]([C:15]([NH:17][C:18]3[CH:23]=[C:22]([C:24]([F:27])([F:26])[F:25])[CH:21]=[CH:20][N:19]=3)=[O:16])=[CH:13][CH:12]=2)[CH:5]=[CH:6][N:7]=1.C(N(CC)CC)C.[C:47](Cl)(=[O:50])[O:48][CH3:49]. Product: [O:39]=[C:33]1[N:32]2[C@@H:36]([CH2:37][CH2:38][C@@H:30]([C:8]3[N:4]4[CH:5]=[CH:6][N:7]=[C:2]([NH:1][C:47](=[O:50])[O:48][CH3:49])[C:3]4=[C:10]([C:11]4[CH:12]=[CH:13][C:14]([C:15](=[O:16])[NH:17][C:18]5[CH:23]=[C:22]([C:24]([F:27])([F:26])[F:25])[CH:21]=[CH:20][N:19]=5)=[CH:28][CH:29]=4)[N:9]=3)[CH2:31]2)[CH2:35][CH2:34]1. The catalyst class is: 2. (5) Reactant: [Br:1][C:2]1[CH:11]=[C:10]2[C:5]([CH:6]=[CH:7][C:8](Cl)=[N:9]2)=[N:4][CH:3]=1.[NH3:13].O. Product: [Br:1][C:2]1[CH:11]=[C:10]2[C:5]([CH:6]=[CH:7][C:8]([NH2:13])=[N:9]2)=[N:4][CH:3]=1. The catalyst class is: 12. (6) Reactant: [NH2:1][C:2]1[CH:7]=[CH:6][C:5]([C:8]([CH3:15])([CH3:14])[C:9]([O:11][CH2:12][CH3:13])=[O:10])=[CH:4][CH:3]=1.[N:16]([O-])=O.[Na+].O.O.[Sn](Cl)Cl.C(OC)(C)(C)C. Product: [NH:1]([C:2]1[CH:3]=[CH:4][C:5]([C:8]([CH3:14])([CH3:15])[C:9]([O:11][CH2:12][CH3:13])=[O:10])=[CH:6][CH:7]=1)[NH2:16]. The catalyst class is: 223.